This data is from Blood-brain barrier permeability classification from the B3DB database. The task is: Regression/Classification. Given a drug SMILES string, predict its absorption, distribution, metabolism, or excretion properties. Task type varies by dataset: regression for continuous measurements (e.g., permeability, clearance, half-life) or binary classification for categorical outcomes (e.g., BBB penetration, CYP inhibition). Dataset: b3db_classification. The drug is O=C(c1ccco1)N(c1cnccn1)C1CCN(CCc2ccccc2)CC1. The result is 1 (penetrates BBB).